This data is from Reaction yield outcomes from USPTO patents with 853,638 reactions. The task is: Predict the reaction yield, written as a fraction of the theoretical maximum amount of product (1.0 means a 100% yield; for example, 0.34 means a 34% yield). (1) The reactants are [NH2:1][C:2]1[CH:3]=[C:4]([C:8]2[C:16]3[C:11](=[CH:12][CH:13]=[C:14]([C:17]([NH2:19])=[O:18])[CH:15]=3)[N:10](C3CCCCO3)[N:9]=2)[CH:5]=[CH:6][CH:7]=1.[F:26][C:27]1[CH:32]=[CH:31][C:30]([CH2:33][C:34](O)=[O:35])=[CH:29][CH:28]=1.CCN=C=NCCCN(C)C. No catalyst specified. The product is [F:26][C:27]1[CH:32]=[CH:31][C:30]([CH2:33][C:34]([NH:1][C:2]2[CH:3]=[C:4]([C:8]3[C:16]4[C:11](=[CH:12][CH:13]=[C:14]([C:17]([NH2:19])=[O:18])[CH:15]=4)[NH:10][N:9]=3)[CH:5]=[CH:6][CH:7]=2)=[O:35])=[CH:29][CH:28]=1. The yield is 0.230. (2) The reactants are [Br:1][C:2]1[CH:7]=[CH:6][C:5]([CH3:8])=[CH:4][C:3]=1[N+:9]([O-])=O.O.O.[Sn](Cl)(Cl)(Cl)Cl. No catalyst specified. The product is [Br:1][C:2]1[CH:7]=[CH:6][C:5]([CH3:8])=[CH:4][C:3]=1[NH2:9]. The yield is 0.940. (3) The reactants are [F:1][C:2]1[CH:3]=[CH:4][C:5]([CH:8]=O)=[N:6][CH:7]=1.Cl.[NH2:11][OH:12].[OH-].[Na+].Cl. The catalyst is C(O)C.O. The product is [F:1][C:2]1[CH:3]=[CH:4][C:5]([CH:8]=[N:11][OH:12])=[N:6][CH:7]=1. The yield is 0.790.